From a dataset of Catalyst prediction with 721,799 reactions and 888 catalyst types from USPTO. Predict which catalyst facilitates the given reaction. (1) Reactant: [Br:1][CH2:2][CH2:3][CH2:4][CH2:5][O:6][CH2:7][CH2:8][CH2:9]O.C(Br)(Br)(Br)[Br:12].C1(P(C2C=CC=CC=2)C2C=CC=CC=2)C=CC=CC=1.CCCCCCC. Product: [Br:1][CH2:2][CH2:3][CH2:4][CH2:5][O:6][CH2:7][CH2:8][CH2:9][Br:12]. The catalyst class is: 1. (2) The catalyst class is: 129. Product: [C:1]([NH:4][C:5]1[CH:6]=[CH:7][C:8]([CH2:11][CH2:12][C:13]2[C:15]3[C:20]([OH:21])=[CH:19][CH:18]=[CH:17][C:16]=3[O:22][CH:23]=2)=[CH:9][CH:10]=1)(=[O:3])[CH3:2]. Reactant: [C:1]([NH:4][C:5]1[CH:10]=[CH:9][C:8]([CH:11]=[CH:12][C:13]([C:15]2[C:20]([OH:21])=[CH:19][CH:18]=[CH:17][C:16]=2[O:22][CH2:23]C(O)=O)=O)=[CH:7][CH:6]=1)(=[O:3])[CH3:2]. (3) Reactant: [F:1][C:2]([F:31])([F:30])[C:3]1[CH:4]=[C:5]([NH:9][C:10]([N:12]2[C:20]3[C:15](=[CH:16][C:17]([O:21][C:22]4[CH:27]=[C:26]([CH2:28][NH2:29])[N:25]=[CH:24][N:23]=4)=[CH:18][CH:19]=3)[CH:14]=[CH:13]2)=[O:11])[CH:6]=[CH:7][CH:8]=1.C1COCC1.[CH3:37][N:38]([CH3:42])[C:39](Cl)=[O:40]. Product: [F:31][C:2]([F:30])([F:1])[C:3]1[CH:4]=[C:5]([NH:9][C:10]([N:12]2[C:20]3[C:15](=[CH:16][C:17]([O:21][C:22]4[CH:27]=[C:26]([CH2:28][NH:29][C:39]([N:38]([CH3:42])[CH3:37])=[O:40])[N:25]=[CH:24][N:23]=4)=[CH:18][CH:19]=3)[CH:14]=[CH:13]2)=[O:11])[CH:6]=[CH:7][CH:8]=1. The catalyst class is: 66. (4) Reactant: Cl.O1[C:6]2([CH2:11][CH2:10][CH:9]([CH2:12][O:13][CH2:14][C:15]#[C:16][Si:17]([CH2:22][CH3:23])([CH2:20][CH3:21])[CH2:18][CH3:19])[CH2:8][CH2:7]2)[O:5]CC1. Product: [CH2:22]([Si:17]([CH2:18][CH3:19])([CH2:20][CH3:21])[C:16]#[C:15][CH2:14][O:13][CH2:12][CH:9]1[CH2:8][CH2:7][C:6](=[O:5])[CH2:11][CH2:10]1)[CH3:23]. The catalyst class is: 21. (5) Reactant: Cl.Cl.[NH2:3][C:4]1[C:13]2[N:14]=[C:15]([CH2:22][O:23][CH2:24][CH3:25])[N:16]([CH2:17][C:18]([CH3:21])([OH:20])[CH3:19])[C:12]=2[C:11]2[CH:10]=[CH:9][C:8]([O:26][CH2:27][CH2:28][NH2:29])=[CH:7][C:6]=2[N:5]=1.C(N(CC)CC)C.[CH:37]([N:40]=[C:41]=[O:42])([CH3:39])[CH3:38].C(=O)([O-])[O-].[Na+].[Na+]. Product: [NH2:3][C:4]1[C:13]2[N:14]=[C:15]([CH2:22][O:23][CH2:24][CH3:25])[N:16]([CH2:17][C:18]([OH:20])([CH3:21])[CH3:19])[C:12]=2[C:11]2[CH:10]=[CH:9][C:8]([O:26][CH2:27][CH2:28][NH:29][C:41]([NH:40][CH:37]([CH3:39])[CH3:38])=[O:42])=[CH:7][C:6]=2[N:5]=1. The catalyst class is: 4.